From a dataset of Peptide-MHC class I binding affinity with 185,985 pairs from IEDB/IMGT. Regression. Given a peptide amino acid sequence and an MHC pseudo amino acid sequence, predict their binding affinity value. This is MHC class I binding data. (1) The peptide sequence is STLERTSKASLER. The MHC is HLA-A68:01 with pseudo-sequence HLA-A68:01. The binding affinity (normalized) is 0.546. (2) The peptide sequence is LKEKSSLRY. The MHC is HLA-A25:01 with pseudo-sequence HLA-A25:01. The binding affinity (normalized) is 0.0847. (3) The peptide sequence is FGALFMWLL. The MHC is HLA-A26:01 with pseudo-sequence HLA-A26:01. The binding affinity (normalized) is 0.0847.